From a dataset of Full USPTO retrosynthesis dataset with 1.9M reactions from patents (1976-2016). Predict the reactants needed to synthesize the given product. (1) Given the product [F:19][CH:17]1[CH2:18][C:14]([F:13])([F:24])[C:15]([F:22])([F:23])[C:16]1([F:20])[F:21].[C:25]([O-:38])(=[O:37])[CH:26]=[CH2:27], predict the reactants needed to synthesize it. The reactants are: C(N=C=O)CCCCCN=C=O.[F:13][C:14]1([F:24])[CH2:18][CH:17]([F:19])[C:16]([F:21])([F:20])[C:15]1([F:23])[F:22].[C:25]([O-:38])(=[O:37])[CH2:26][CH2:27]CCCCCCCCC.[C:25]([O-:38])(=[O:37])[CH2:26][CH2:27]CCCCCCCCC.C([Sn+2]CCCC)CCC. (2) Given the product [CH2:1]([O:8][C:9]1[CH:24]=[C:23]([N:25]([CH2:31][C:32]2[CH:33]=[CH:34][C:35]([CH:38]3[CH2:43][CH2:42][CH2:41][CH2:40][CH2:39]3)=[CH:36][CH:37]=2)[C:26](=[O:30])[CH2:27][N:28]([CH3:29])[S:51]([C:50]2[C:45]([F:44])=[C:46]([F:58])[C:47]([F:57])=[C:48]([F:56])[C:49]=2[F:55])(=[O:53])=[O:52])[CH:22]=[CH:21][C:10]=1[C:11]([O:13][CH2:14][C:15]1[CH:20]=[CH:19][CH:18]=[CH:17][CH:16]=1)=[O:12])[C:2]1[CH:3]=[CH:4][CH:5]=[CH:6][CH:7]=1, predict the reactants needed to synthesize it. The reactants are: [CH2:1]([O:8][C:9]1[CH:24]=[C:23]([N:25]([CH2:31][C:32]2[CH:37]=[CH:36][C:35]([CH:38]3[CH2:43][CH2:42][CH2:41][CH2:40][CH2:39]3)=[CH:34][CH:33]=2)[C:26](=[O:30])[CH2:27][NH:28][CH3:29])[CH:22]=[CH:21][C:10]=1[C:11]([O:13][CH2:14][C:15]1[CH:20]=[CH:19][CH:18]=[CH:17][CH:16]=1)=[O:12])[C:2]1[CH:7]=[CH:6][CH:5]=[CH:4][CH:3]=1.[F:44][C:45]1[C:50]([S:51](Cl)(=[O:53])=[O:52])=[C:49]([F:55])[C:48]([F:56])=[C:47]([F:57])[C:46]=1[F:58]. (3) Given the product [CH2:22]([N:24]([CH2:27][CH3:28])[CH2:25][CH2:26][O:16][C:13]1[CH:14]=[CH:15][C:10]([N+:7]([O-:9])=[O:8])=[CH:11][C:12]=1[C:17]([F:18])([F:19])[F:20])[CH3:23], predict the reactants needed to synthesize it. The reactants are: C(=O)([O-])[O-].[K+].[K+].[N+:7]([C:10]1[CH:15]=[CH:14][C:13]([OH:16])=[C:12]([C:17]([F:20])([F:19])[F:18])[CH:11]=1)([O-:9])=[O:8].Cl.[CH2:22]([N:24]([CH2:27][CH2:28]Cl)[CH2:25][CH3:26])[CH3:23].